Predict which catalyst facilitates the given reaction. From a dataset of Catalyst prediction with 721,799 reactions and 888 catalyst types from USPTO. (1) Reactant: [H-].[Na+].C(OP(CC1C=C(C=CC=1)OC1C=CC(C(F)(F)F)=C[N:17]=1)(OCC)=O)C.[F:29][C:30]([F:55])([F:54])[C:31]1[CH:32]=[CH:33][C:34]([O:37][C:38]2[CH:39]=[C:40]([CH:44]=[C:45]3[CH2:50][CH2:49][CH:48](C(O)=O)[CH2:47][CH2:46]3)[CH:41]=[CH:42][CH:43]=2)=[N:35][CH:36]=1.O=C1CCCC(C[C:64]([O:66][C:67]([CH3:70])([CH3:69])[CH3:68])=[O:65])C1. Product: [F:29][C:30]([F:54])([F:55])[C:31]1[CH:32]=[CH:33][C:34]([O:37][C:38]2[CH:39]=[C:40](/[CH:44]=[C:45]3/[CH2:46][CH:47]([NH:17][C:64](=[O:65])[O:66][C:67]([CH3:70])([CH3:69])[CH3:68])[CH2:48][CH2:49][CH2:50]/3)[CH:41]=[CH:42][CH:43]=2)=[N:35][CH:36]=1. The catalyst class is: 1. (2) Reactant: [CH2:1]([N:5]1[C:14](=[O:15])[C:13]([C:16]#[N:17])=[C:12]2[C:7]([C:8](=O)[CH2:9][CH2:10][CH2:11]2)=[CH:6]1)[CH2:2][CH2:3][CH3:4].[Na].C(=O)([O-])O.[Na+]. Product: [CH2:1]([N:5]1[C:14](=[O:15])[C:13]([C:16]#[N:17])=[C:12]2[C:7]([CH2:8][CH2:9][CH2:10][CH2:11]2)=[CH:6]1)[CH2:2][CH2:3][CH3:4]. The catalyst class is: 1. (3) Reactant: [CH3:1][O:2][C:3]1[CH:25]=[CH:24][C:6]([CH2:7][CH:8]2[C:13]([CH3:15])([CH3:14])[C:12](=[O:16])[C:11](=[CH:17][C:18]3[CH:23]=[CH:22][CH:21]=[CH:20][N:19]=3)[CH2:10][NH:9]2)=[CH:5][CH:4]=1.[CH3:26][C:27]1[CH:32]=[CH:31][CH:30]=[C:29]([CH3:33])[C:28]=1[N:34]=[C:35]=[O:36]. The catalyst class is: 11. Product: [CH3:33][C:29]1[CH:30]=[CH:31][CH:32]=[C:27]([CH3:26])[C:28]=1[NH:34][C:35]([N:9]1[CH2:10][C:11](=[CH:17][C:18]2[CH:23]=[CH:22][CH:21]=[CH:20][N:19]=2)[C:12](=[O:16])[C:13]([CH3:15])([CH3:14])[CH:8]1[CH2:7][C:6]1[CH:24]=[CH:25][C:3]([O:2][CH3:1])=[CH:4][CH:5]=1)=[O:36]. (4) Reactant: [F:1][C:2]1[C:3]([C@@H:21]([OH:23])[CH3:22])=[C:4]([C:8]2[CH:9]=[C:10]3[C:15](=[N:16][CH:17]=2)[N:14]([C:18]([NH2:20])=[O:19])[CH2:13][CH2:12][CH2:11]3)[CH:5]=[N:6][CH:7]=1.CC(OI1(OC(C)=O)(OC(C)=O)OC(=O)C2C=CC=CC1=2)=O. Product: [C:21]([C:3]1[C:2]([F:1])=[CH:7][N:6]=[CH:5][C:4]=1[C:8]1[CH:9]=[C:10]2[C:15](=[N:16][CH:17]=1)[N:14]([C:18]([NH2:20])=[O:19])[CH2:13][CH2:12][CH2:11]2)(=[O:23])[CH3:22]. The catalyst class is: 4. (5) The catalyst class is: 607. Product: [F:1][C:2]([F:50])([F:51])[C:3]1[CH:4]=[C:5]([C@H:13]2[O:17][C:16](=[O:18])[N:15]([CH2:19][C:20]3[C:25]([C:26]4[CH:27]=[C:28]([C:34]5[CH:42]=[CH:41][C:37]([C:38]([NH:72][C:73]6[NH:77][N:76]=[N:75][N:74]=6)=[O:39])=[CH:36][C:35]=5[CH3:43])[CH:29]=[N:30][C:31]=4[O:32][CH3:33])=[CH:24][N:23]=[C:22]([N:44]4[CH2:45][CH:46]([F:48])[CH2:47]4)[N:21]=3)[C@H:14]2[CH3:49])[CH:6]=[C:7]([C:9]([F:12])([F:10])[F:11])[CH:8]=1. Reactant: [F:1][C:2]([F:51])([F:50])[C:3]1[CH:4]=[C:5]([C@H:13]2[O:17][C:16](=[O:18])[N:15]([CH2:19][C:20]3[C:25]([C:26]4[CH:27]=[C:28]([C:34]5[CH:42]=[CH:41][C:37]([C:38](O)=[O:39])=[CH:36][C:35]=5[CH3:43])[CH:29]=[N:30][C:31]=4[O:32][CH3:33])=[CH:24][N:23]=[C:22]([N:44]4[CH2:47][CH:46]([F:48])[CH2:45]4)[N:21]=3)[C@H:14]2[CH3:49])[CH:6]=[C:7]([C:9]([F:12])([F:11])[F:10])[CH:8]=1.C1C=CC2N(O)N=NC=2C=1.CCN(C(C)C)C(C)C.O.[NH2:72][C:73]1[NH:77][N:76]=[N:75][N:74]=1. (6) Reactant: Cl.[NH2:2][CH2:3][C:4]([C:6]1[CH:11]=[CH:10][C:9]([Br:12])=[CH:8][CH:7]=1)=[O:5].[C:13]([O:17][C:18]([N:20]1[CH2:24][CH:23]([C:25]#[N:26])[CH2:22][CH:21]1[C:27](O)=[O:28])=[O:19])([CH3:16])([CH3:15])[CH3:14].C(N(C(C)C)CC)(C)C.CN(C(ON1N=NC2C=CC=NC1=2)=[N+](C)C)C.F[P-](F)(F)(F)(F)F. Product: [C:13]([O:17][C:18]([N:20]1[CH2:24][CH:23]([C:25]#[N:26])[CH2:22][CH:21]1[C:27](=[O:28])[NH:2][CH2:3][C:4]([C:6]1[CH:11]=[CH:10][C:9]([Br:12])=[CH:8][CH:7]=1)=[O:5])=[O:19])([CH3:16])([CH3:15])[CH3:14]. The catalyst class is: 39. (7) Reactant: [F:1][C:2]1[C:7]([S:8]([CH3:11])(=[O:10])=[O:9])=[CH:6][CH:5]=[CH:4][C:3]=1[CH:12]1[CH2:17][CH2:16][NH:15][CH2:14][CH2:13]1.C(=O)([O-])[O-].[K+].[K+].Br[CH2:25][CH2:26][O:27][CH3:28]. Product: [F:1][C:2]1[C:7]([S:8]([CH3:11])(=[O:10])=[O:9])=[CH:6][CH:5]=[CH:4][C:3]=1[CH:12]1[CH2:17][CH2:16][N:15]([CH2:25][CH2:26][O:27][CH3:28])[CH2:14][CH2:13]1. The catalyst class is: 10.